Dataset: Full USPTO retrosynthesis dataset with 1.9M reactions from patents (1976-2016). Task: Predict the reactants needed to synthesize the given product. (1) The reactants are: C1(N=C=NC2CCCCC2)CCCCC1.[Br:16][C:17]1([C:20]([OH:22])=O)[CH2:19][CH2:18]1.O[N:24]1[C:28](=[O:29])[CH2:27][CH2:26][C:25]1=O.NC(CC)CO. Given the product [Br:16][C:17]1([C:20]([NH:24][CH2:25][CH2:26][CH2:27][CH2:28][OH:29])=[O:22])[CH2:19][CH2:18]1, predict the reactants needed to synthesize it. (2) Given the product [Cl:1][C:2]1[CH:3]=[C:4]([N:10]2[C@@H:18]([C:19]3[O:20][C:21]([CH3:24])=[CH:22][CH:23]=3)[C@@H:17]3[C:12]([C:13]4[CH:28]=[CH:27][C:26]([C:29]([NH:39][CH2:38][CH2:37][S:34]([CH3:33])(=[O:36])=[O:35])=[O:31])=[CH:25][C:14]=4[CH2:15][CH2:16]3)=[N:11]2)[CH:5]=[CH:6][C:7]=1[C:8]#[N:9], predict the reactants needed to synthesize it. The reactants are: [Cl:1][C:2]1[CH:3]=[C:4]([N:10]2[C@@H:18]([C:19]3[O:20][C:21]([CH3:24])=[CH:22][CH:23]=3)[C@@H:17]3[C:12]([C:13]4[CH:28]=[CH:27][C:26]([C:29]([OH:31])=O)=[CH:25][C:14]=4[CH2:15][CH2:16]3)=[N:11]2)[CH:5]=[CH:6][C:7]=1[C:8]#[N:9].Cl.[CH3:33][S:34]([CH2:37][CH2:38][NH2:39])(=[O:36])=[O:35]. (3) Given the product [Cl:3][C:21]1[N:17]([C:11]2[CH:16]=[CH:15][CH:14]=[CH:13][CH:12]=2)[N:18]=[C:19]([C:23]([F:26])([F:25])[F:24])[C:20]=1[CH:8]=[O:9], predict the reactants needed to synthesize it. The reactants are: P(Cl)(Cl)([Cl:3])=O.CN(C)[CH:8]=[O:9].[C:11]1([N:17]2[C:21](O)=[CH:20][C:19]([C:23]([F:26])([F:25])[F:24])=[N:18]2)[CH:16]=[CH:15][CH:14]=[CH:13][CH:12]=1. (4) The reactants are: [CH3:1][C:2]([C:4]1[C:9](=[O:10])[C@@:8]2([CH3:23])[C:11]3[C:16]([O:17][C:7]2=[CH:6][C:5]=1[OH:24])=[C:15]([C:18]([NH2:20])=[O:19])[C:14]([OH:21])=[CH:13][C:12]=3[OH:22])=[O:3].[CH2:25](I)[CH3:26].C(=O)([O-])[O-].[K+].[K+]. Given the product [C:2]([C:4]1[C:9](=[O:10])[C@@:8]2([CH3:23])[C:11]3[C:12]([OH:22])=[CH:13][C:14]([O:21][CH2:25][CH3:26])=[C:15]([C:18]([NH2:20])=[O:19])[C:16]=3[O:17][C:7]2=[CH:6][C:5]=1[OH:24])(=[O:3])[CH3:1], predict the reactants needed to synthesize it. (5) Given the product [Cl:1][C:2]1[CH:3]=[C:4]([N:25]2[CH2:24][CH2:23][N:22]([C:15]([O:17][C:18]([CH3:21])([CH3:20])[CH3:19])=[O:16])[CH2:27][CH2:26]2)[CH:5]=[C:6]([N:8]2[CH2:13][CH2:12][O:11][CH2:10][CH2:9]2)[N:7]=1, predict the reactants needed to synthesize it. The reactants are: [Cl:1][C:2]1[N:7]=[C:6]([N:8]2[CH2:13][CH2:12][O:11][CH2:10][CH2:9]2)[CH:5]=[C:4](I)[CH:3]=1.[C:15]([N:22]1[CH2:27][CH2:26][NH:25][CH2:24][CH2:23]1)([O:17][C:18]([CH3:21])([CH3:20])[CH3:19])=[O:16].CC(C)([O-])C.[Na+]. (6) Given the product [CH2:33]([C:18]1[C:17]([CH2:16][O:15][C:12]2[CH:13]=[CH:14][C:9]([O:8][C:5]([CH3:6])([CH3:7])[C:4]([OH:38])=[O:3])=[C:10]([CH3:37])[CH:11]=2)=[CH:22][N:21]=[C:20]([C:23]2[CH:28]=[CH:27][C:26]([C:29]([F:31])([F:32])[F:30])=[CH:25][CH:24]=2)[N:19]=1)[CH2:34][CH2:35][CH3:36], predict the reactants needed to synthesize it. The reactants are: C([O:3][C:4](=[O:38])[C:5]([O:8][C:9]1[CH:14]=[CH:13][C:12]([O:15][CH2:16][C:17]2[C:18]([CH2:33][CH2:34][CH2:35][CH3:36])=[N:19][C:20]([C:23]3[CH:28]=[CH:27][C:26]([C:29]([F:32])([F:31])[F:30])=[CH:25][CH:24]=3)=[N:21][CH:22]=2)=[CH:11][C:10]=1[CH3:37])([CH3:7])[CH3:6])C.[Li+].[OH-].